This data is from Peptide-MHC class II binding affinity with 134,281 pairs from IEDB. The task is: Regression. Given a peptide amino acid sequence and an MHC pseudo amino acid sequence, predict their binding affinity value. This is MHC class II binding data. (1) The peptide sequence is NYEQQEQASQQILSS. The MHC is DRB1_1101 with pseudo-sequence DRB1_1101. The binding affinity (normalized) is 0.132. (2) The peptide sequence is VSMMIAMEVVLRKRQ. The MHC is DRB1_0404 with pseudo-sequence DRB1_0404. The binding affinity (normalized) is 0.714. (3) The peptide sequence is LLEAKEAENITTGCA. The MHC is DRB1_0802 with pseudo-sequence DRB1_0802. The binding affinity (normalized) is 0.247. (4) The peptide sequence is DLPVLDQLTDPPGVRRVYHIQAGLPDPFQPPS. The MHC is DRB1_0101 with pseudo-sequence DRB1_0101. The binding affinity (normalized) is 0.898. (5) The peptide sequence is AQLSQLISLLPSTLQ. The MHC is DRB1_0404 with pseudo-sequence DRB1_0404. The binding affinity (normalized) is 0.458. (6) The peptide sequence is DIKVQFQSGGNNSPA. The MHC is HLA-DPA10103-DPB10301 with pseudo-sequence HLA-DPA10103-DPB10301. The binding affinity (normalized) is 0. (7) The peptide sequence is DYFVLTSHTVMPLSA. The MHC is DRB1_0101 with pseudo-sequence DRB1_0101. The binding affinity (normalized) is 1.00. (8) The peptide sequence is AFILDGDNLFQKV. The MHC is HLA-DQA10501-DQB10201 with pseudo-sequence HLA-DQA10501-DQB10201. The binding affinity (normalized) is 0.552.